From a dataset of Catalyst prediction with 721,799 reactions and 888 catalyst types from USPTO. Predict which catalyst facilitates the given reaction. (1) Reactant: [F:1][C:2]([F:11])([F:10])[C:3]1[CH:8]=[CH:7][C:6]([OH:9])=[CH:5][CH:4]=1.[O:12]1[CH:17]=[CH:16][CH2:15][CH2:14][CH2:13]1.Cl. Product: [F:1][C:2]([F:10])([F:11])[C:3]1[CH:4]=[CH:5][C:6]([O:9][CH:13]2[CH2:14][CH2:15][CH2:16][CH2:17][O:12]2)=[CH:7][CH:8]=1. The catalyst class is: 96. (2) Product: [O:30]1[C:26]([C:2]2[CH:3]=[C:4]([N:12]3[CH2:16][CH2:15][C@H:14]([OH:17])[CH2:13]3)[CH:5]=[C:6]([C:8]([F:11])([F:10])[F:9])[CH:7]=2)=[CH:27][N:28]=[CH:29]1. Reactant: Br[C:2]1[CH:3]=[C:4]([N:12]2[CH2:16][CH2:15][C@H:14]([OH:17])[CH2:13]2)[CH:5]=[C:6]([C:8]([F:11])([F:10])[F:9])[CH:7]=1.CC1(C)C(C)(C)OB([C:26]2[O:30][C:29]([Si](C(C)C)(C(C)C)C(C)C)=[N:28][CH:27]=2)O1.C(=O)([O-])[O-].[Na+].[Na+].C(=O)(O)[O-].[Na+]. The catalyst class is: 276. (3) Reactant: [F:1][C:2]1[CH:33]=[CH:32][C:5]([CH2:6][NH:7][C:8]([C:10]2[CH:31]=[CH:30][C:13]3[S:14][C:15]4[CH:29]=[CH:28][CH:27]=[CH:26][C:16]=4[C:17]([C:19]4[CH:24]=[CH:23][C:22]([Cl:25])=[CH:21][CH:20]=4)=[N:18][C:12]=3[CH:11]=2)=[O:9])=[CH:4][CH:3]=1.OO.C(=O)(O)[O-:37].[Na+]. Product: [F:1][C:2]1[CH:3]=[CH:4][C:5]([CH2:6][NH:7][C:8]([C:10]2[CH:31]=[CH:30][C:13]3[S:14](=[O:37])[C:15]4[CH:29]=[CH:28][CH:27]=[CH:26][C:16]=4[C:17]([C:19]4[CH:24]=[CH:23][C:22]([Cl:25])=[CH:21][CH:20]=4)=[N:18][C:12]=3[CH:11]=2)=[O:9])=[CH:32][CH:33]=1. The catalyst class is: 15. (4) Reactant: [S:1]1[CH2:6][CH2:5][CH:4]=[C:3]([C:7]([OH:9])=O)[CH2:2]1.CC[N:12](C(C)C)C(C)C.CN(C(ON1N=NC2C=CC=CC1=2)=[N+](C)C)C.[B-](F)(F)(F)F.C[Si](N[Si](C)(C)C)(C)C.Cl. Product: [S:1]1[CH2:6][CH2:5][CH:4]=[C:3]([C:7]([NH2:12])=[O:9])[CH2:2]1. The catalyst class is: 3. (5) Reactant: [CH2:1]([C:3]([C:20]1[CH:21]=[CH:22][C:23](O)=[C:24]([NH:26][C:27](=[O:29])[CH3:28])[CH:25]=1)([C:6]1[C:14]2[C:9](=[C:10]([NH:15][S:16]([CH3:19])(=[O:18])=[O:17])[CH:11]=[CH:12][CH:13]=2)[NH:8][CH:7]=1)[CH2:4][CH3:5])[CH3:2]. The catalyst class is: 52. Product: [CH2:1]([C:3]([C:6]1[C:14]2[C:9](=[C:10]([NH:15][S:16]([CH3:19])(=[O:17])=[O:18])[CH:11]=[CH:12][CH:13]=2)[NH:8][CH:7]=1)([C:20]1[CH:21]=[CH:22][C:23]2[O:29][C:27]([CH3:28])=[N:26][C:24]=2[CH:25]=1)[CH2:4][CH3:5])[CH3:2].